Dataset: Merck oncology drug combination screen with 23,052 pairs across 39 cell lines. Task: Regression. Given two drug SMILES strings and cell line genomic features, predict the synergy score measuring deviation from expected non-interaction effect. (1) Drug 1: CS(=O)(=O)CCNCc1ccc(-c2ccc3ncnc(Nc4ccc(OCc5cccc(F)c5)c(Cl)c4)c3c2)o1. Drug 2: NC(=O)c1cccc2cn(-c3ccc(C4CCCNC4)cc3)nc12. Cell line: SKMEL30. Synergy scores: synergy=22.9. (2) Drug 1: C=CCn1c(=O)c2cnc(Nc3ccc(N4CCN(C)CC4)cc3)nc2n1-c1cccc(C(C)(C)O)n1. Drug 2: CC(C)CC(NC(=O)C(Cc1ccccc1)NC(=O)c1cnccn1)B(O)O. Cell line: NCIH1650. Synergy scores: synergy=-19.8.